This data is from Full USPTO retrosynthesis dataset with 1.9M reactions from patents (1976-2016). The task is: Predict the reactants needed to synthesize the given product. (1) Given the product [CH3:1][CH:2]([CH3:28])[CH:3]([NH:15][C:16]([CH:18]1[CH2:24][CH2:23][CH:22]([CH2:25][CH2:26][CH3:27])[CH2:21][CH2:20][NH:19]1)=[O:17])[CH:4]1[CH:9]([OH:10])[CH:8]([OH:11])[CH:7]([OH:12])[CH:6]([S:13][CH3:14])[O:5]1, predict the reactants needed to synthesize it. The reactants are: [CH3:1][CH:2]([CH3:28])[CH:3]([NH:15][C:16]([CH:18]1[CH2:24][CH:23]=[C:22]([CH2:25][CH2:26][CH3:27])[CH2:21][CH2:20][NH:19]1)=[O:17])[CH:4]1[CH:9]([OH:10])[CH:8]([OH:11])[CH:7]([OH:12])[CH:6]([S:13][CH3:14])[O:5]1. (2) Given the product [Si:12]([O:19][C:20]1([O:9][C:25]1([C:38]([O:40][CH3:41])=[O:39])[CH2:26][CH2:27][CH2:28][CH2:29][CH2:30][CH2:31][CH2:32][CH2:33][CH2:34][CH2:35][CH2:36][CH3:37])[C:21]([O:23][CH3:24])=[O:22])([C:15]([CH3:17])([CH3:16])[CH3:18])([CH3:13])[CH3:14], predict the reactants needed to synthesize it. The reactants are: C1C=C(Cl)C=C(C(OO)=[O:9])C=1.[Si:12]([O:19][C:20](=[C:25]([C:38]([O:40][CH3:41])=[O:39])[CH2:26][CH2:27][CH2:28][CH2:29][CH2:30][CH2:31][CH2:32][CH2:33][CH2:34][CH2:35][CH2:36][CH3:37])[C:21]([O:23][CH3:24])=[O:22])([C:15]([CH3:18])([CH3:17])[CH3:16])([CH3:14])[CH3:13]. (3) Given the product [Br:12][C:13]([F:19])([F:18])[C:14]([F:17])([F:16])[O:11][C:1]1[C:10]2[C:5](=[CH:6][CH:7]=[CH:8][CH:9]=2)[CH:4]=[CH:3][CH:2]=1, predict the reactants needed to synthesize it. The reactants are: [C:1]1([OH:11])[C:10]2[C:5](=[CH:6][CH:7]=[CH:8][CH:9]=2)[CH:4]=[CH:3][CH:2]=1.[Br:12][C:13]([F:19])([F:18])[C:14]([F:17])([F:16])Br.[OH-].[K+]. (4) The reactants are: [C:1]([C:3]1[CH:8]=[CH:7][N:6]=[C:5]([N:9]2[CH2:14][CH2:13][N:12]([C:15]([O:17][CH2:18][C:19]([CH3:22])([CH3:21])[CH3:20])=[O:16])[CH2:11][CH2:10]2)[CH:4]=1)#[N:2].C[Si]([N:27]=[N+:28]=[N-:29])(C)C.C([Sn](=O)CCCC)CCC. Given the product [NH:27]1[C:1]([C:3]2[CH:8]=[CH:7][N:6]=[C:5]([N:9]3[CH2:10][CH2:11][N:12]([C:15]([O:17][CH2:18][C:19]([CH3:22])([CH3:21])[CH3:20])=[O:16])[CH2:13][CH2:14]3)[CH:4]=2)=[N:2][N:29]=[N:28]1, predict the reactants needed to synthesize it. (5) Given the product [F:1][C:2]([F:7])([F:6])[C:3]([OH:5])=[O:4].[NH2:29][CH:18]([CH2:19][C:20]1[CH:25]=[CH:24][C:23]([O:26][CH3:27])=[CH:22][C:21]=1[OH:28])[C:17]([N:15]1[CH2:16][C:13]([O:12][CH2:8][CH2:9][CH2:10][CH3:11])([C:38]2[CH:43]=[CH:42][CH:41]=[CH:40][C:39]=2[CH3:44])[CH2:14]1)=[O:37], predict the reactants needed to synthesize it. The reactants are: [F:1][C:2]([F:7])([F:6])[C:3]([OH:5])=[O:4].[CH2:8]([O:12][C:13]1([C:38]2[CH:43]=[CH:42][CH:41]=[CH:40][C:39]=2[CH3:44])[CH2:16][N:15]([C:17](=[O:37])[CH:18]([NH:29]C(=O)OC(C)(C)C)[CH2:19][C:20]2[CH:25]=[CH:24][C:23]([O:26][CH3:27])=[CH:22][C:21]=2[OH:28])[CH2:14]1)[CH2:9][CH2:10][CH3:11]. (6) Given the product [Cl:17][C:18]1[CH:45]=[CH:44][C:43]([O:46][CH3:47])=[CH:42][C:19]=1[NH:20][C:21]1[C:30]2[C:25](=[CH:26][C:27]([O:41][CH2:49][CH2:50][CH2:51][N:52]3[CH2:57][CH2:56][O:55][CH2:54][CH2:53]3)=[CH:28][C:29]=2[O:31][CH2:32][CH2:33][CH2:34][N:35]2[CH2:36][CH2:37][O:38][CH2:39][CH2:40]2)[N:24]=[CH:23][N:22]=1, predict the reactants needed to synthesize it. The reactants are: N(C(OC(C)(C)C)=O)=NC(OC(C)(C)C)=O.[Cl:17][C:18]1[CH:45]=[CH:44][C:43]([O:46][CH3:47])=[CH:42][C:19]=1[NH:20][C:21]1[C:30]2[C:25](=[CH:26][C:27]([OH:41])=[CH:28][C:29]=2[O:31][CH2:32][CH2:33][CH2:34][N:35]2[CH2:40][CH2:39][O:38][CH2:37][CH2:36]2)[N:24]=[CH:23][N:22]=1.O[CH2:49][CH2:50][CH2:51][N:52]1[CH2:57][CH2:56][O:55][CH2:54][CH2:53]1. (7) Given the product [NH2:1][C:2]1[CH:7]=[CH:6][C:5]([O:8][S:9]([C:12]2[CH:17]=[CH:16][C:15]([NH:26][CH2:25][CH2:24][O:23][CH3:22])=[CH:14][CH:13]=2)(=[O:11])=[O:10])=[CH:4][C:3]=1[N+:19]([O-:21])=[O:20], predict the reactants needed to synthesize it. The reactants are: [NH2:1][C:2]1[CH:7]=[CH:6][C:5]([O:8][S:9]([C:12]2[CH:17]=[CH:16][C:15](F)=[CH:14][CH:13]=2)(=[O:11])=[O:10])=[CH:4][C:3]=1[N+:19]([O-:21])=[O:20].[CH3:22][O:23][CH2:24][CH2:25][NH2:26]. (8) Given the product [CH3:24][O:23][C:21](=[O:22])[CH2:20][C:19]([NH:1][C:2]1[CH:7]=[C:6]([Cl:8])[C:5]([Cl:9])=[CH:4][C:3]=1[C:10](=[O:11])[C:12]1[CH:13]=[CH:14][CH:15]=[CH:16][CH:17]=1)=[O:25], predict the reactants needed to synthesize it. The reactants are: [NH2:1][C:2]1[CH:7]=[C:6]([Cl:8])[C:5]([Cl:9])=[CH:4][C:3]=1[C:10]([C:12]1[CH:17]=[CH:16][CH:15]=[CH:14][CH:13]=1)=[O:11].Cl[C:19](=[O:25])[CH2:20][C:21]([O:23][CH3:24])=[O:22]. (9) Given the product [F:30][C:27]([F:28])([F:29])[C:19]1[CH:18]=[C:17]([CH:22]=[C:21]([C:23]([F:24])([F:25])[F:26])[CH:20]=1)[CH2:16][N:15]([CH:11]1[CH2:12][CH2:13][CH2:14][NH:8][C:9]2[CH:37]=[C:36]([Cl:38])[CH:35]=[CH:34][C:10]1=2)[C:31](=[O:33])[CH3:32], predict the reactants needed to synthesize it. The reactants are: C(OC([N:8]1[CH2:14][CH2:13][CH2:12][CH:11]([N:15]([C:31](=[O:33])[CH3:32])[CH2:16][C:17]2[CH:22]=[C:21]([C:23]([F:26])([F:25])[F:24])[CH:20]=[C:19]([C:27]([F:30])([F:29])[F:28])[CH:18]=2)[C:10]2[CH:34]=[CH:35][C:36]([Cl:38])=[CH:37][C:9]1=2)=O)(C)(C)C.FC(F)(F)C(O)=O.C(=O)(O)[O-].[Na+]. (10) Given the product [CH2:11]([O:17][C:18]1[CH:28]=[CH:27][C:21]2[N:22]=[C:23]([C:25]#[N:26])[S:24][C:20]=2[CH:19]=1)[CH:12]=[C:13]([CH3:15])[CH3:14], predict the reactants needed to synthesize it. The reactants are: CC(C)=O.C(=O)([O-])[O-].[K+].[K+].[CH2:11](Br)[CH:12]=[C:13]([CH3:15])[CH3:14].[OH:17][C:18]1[CH:28]=[CH:27][C:21]2[N:22]=[C:23]([C:25]#[N:26])[S:24][C:20]=2[CH:19]=1.